Dataset: Reaction yield outcomes from USPTO patents with 853,638 reactions. Task: Predict the reaction yield, written as a fraction of the theoretical maximum amount of product (1.0 means a 100% yield; for example, 0.34 means a 34% yield). The reactants are [C:1]([NH:4][C:5]1[CH:38]=[CH:37][C:8]([O:9][C:10](=[O:36])[CH:11]([NH:28]C(OC(C)(C)C)=O)[CH2:12][S:13][S:14][CH2:15][CH:16]([NH:20]C(OC(C)(C)C)=O)[C:17]([OH:19])=[O:18])=[CH:7][CH:6]=1)(=[O:3])[CH3:2].CO.[Cl:41]CCl. The catalyst is C(OCC)C. The product is [ClH:41].[ClH:41].[C:1]([NH:4][C:5]1[CH:38]=[CH:37][C:8]([O:9][C:10](=[O:36])[CH:11]([NH2:28])[CH2:12][S:13][S:14][CH2:15][CH:16]([NH2:20])[C:17]([OH:19])=[O:18])=[CH:7][CH:6]=1)(=[O:3])[CH3:2]. The yield is 0.330.